Regression. Given two drug SMILES strings and cell line genomic features, predict the synergy score measuring deviation from expected non-interaction effect. From a dataset of NCI-60 drug combinations with 297,098 pairs across 59 cell lines. (1) Drug 1: CC=C1C(=O)NC(C(=O)OC2CC(=O)NC(C(=O)NC(CSSCCC=C2)C(=O)N1)C(C)C)C(C)C. Drug 2: CCC1(CC2CC(C3=C(CCN(C2)C1)C4=CC=CC=C4N3)(C5=C(C=C6C(=C5)C78CCN9C7C(C=CC9)(C(C(C8N6C)(C(=O)OC)O)OC(=O)C)CC)OC)C(=O)OC)O.OS(=O)(=O)O. Cell line: HS 578T. Synergy scores: CSS=2.46, Synergy_ZIP=-3.23, Synergy_Bliss=-2.48, Synergy_Loewe=-12.0, Synergy_HSA=-3.56. (2) Drug 2: B(C(CC(C)C)NC(=O)C(CC1=CC=CC=C1)NC(=O)C2=NC=CN=C2)(O)O. Synergy scores: CSS=69.1, Synergy_ZIP=-2.84, Synergy_Bliss=-1.11, Synergy_Loewe=-3.64, Synergy_HSA=-0.912. Drug 1: CC1C(C(=O)NC(C(=O)N2CCCC2C(=O)N(CC(=O)N(C(C(=O)O1)C(C)C)C)C)C(C)C)NC(=O)C3=C4C(=C(C=C3)C)OC5=C(C(=O)C(=C(C5=N4)C(=O)NC6C(OC(=O)C(N(C(=O)CN(C(=O)C7CCCN7C(=O)C(NC6=O)C(C)C)C)C)C(C)C)C)N)C. Cell line: 786-0. (3) Drug 1: C1CCC(C1)C(CC#N)N2C=C(C=N2)C3=C4C=CNC4=NC=N3. Drug 2: COCCOC1=C(C=C2C(=C1)C(=NC=N2)NC3=CC=CC(=C3)C#C)OCCOC.Cl. Cell line: SR. Synergy scores: CSS=44.8, Synergy_ZIP=2.64, Synergy_Bliss=10.6, Synergy_Loewe=8.39, Synergy_HSA=8.03. (4) Synergy scores: CSS=27.1, Synergy_ZIP=-8.45, Synergy_Bliss=-2.92, Synergy_Loewe=-28.6, Synergy_HSA=-1.90. Drug 2: C1=CN(C(=O)N=C1N)C2C(C(C(O2)CO)O)O.Cl. Drug 1: CN(C)N=NC1=C(NC=N1)C(=O)N. Cell line: OVCAR3.